From a dataset of Experimentally validated miRNA-target interactions with 360,000+ pairs, plus equal number of negative samples. Binary Classification. Given a miRNA mature sequence and a target amino acid sequence, predict their likelihood of interaction. (1) The miRNA is hsa-miR-6840-3p with sequence GCCCAGGACUUUGUGCGGGGUG. The protein sequence of the target gene is MFESFNVPGLYIAVQAVLALAASWTSRQVGERTLTGIVIDSGDGVTHVIPVAEGYVIGSCIKHIPIAGRDITYFIQQLLREREVGIPPEQSLETAKAIKEKYCYICPDIVKEFAKYDVDPQKWIKQYTGINAINQKKFVIDVGYERFLGPEIFFHPEFANPDSMESISDVVDEVIQNCPIDVRRPLYKMEQIPLSYPQGHGFHPLSPPFH. Result: 0 (no interaction). (2) The miRNA is hsa-miR-105-5p with sequence UCAAAUGCUCAGACUCCUGUGGU. The protein sequence of the target gene is METEPVSVQKVPAPPGSPCRQQDSALTPTPTMPPPEEPSEDYEHSQSPAEQAIQEEFQFLRCPSCQAQAKCPKLLPCLHTLCSGCLEAPGLQCPICKAPGQADANGEALDNVFFESLQRRLAVFRQIVDAQAACTRCKGLADFWCFECEQLICSKCFEAHQWYLKHEARPLADLRDNSVSSFLDSTRKSNIFCSNTNHRNPALTDIYCRGCAKPLCCTCALLDRNHSHLHCDIGEEIQQWHEELGTMTQTLEEQGRTFDSAHAQMCSAIGQLDHARADIEKQIRARVRQVVDYVQAQERE.... Result: 0 (no interaction). (3) The miRNA is hsa-miR-6505-5p with sequence UUGGAAUAGGGGAUAUCUCAGC. The protein sequence of the target gene is MADPAAPTPAAPAPAQAPAPAPEAVPAPAAAPVPAPAPASDSASGPSSDSGPEAGSQRLLFSHDLVSGRYRGSVHFGLVRLIHGEDSDSEGEEEGRGSSGCSEAGGAGHEEGRASPLRRGYVRVQWYPEGVKQHVKETKLKLEDRSVVPRDVVRHMRSTDSQCGTVIDVNIDCAVKLIGTNCIIYPVNSKDLQHIWPFMYGDYIAYDCWLGKVYDLKNQIILKLSNGARCSMNTEDGAKLYDVCPHVSDSGLFFDDSYGFYPGQVLIGPAKIFSSVQWLSGVKPVLSTKSKFRVVVEEVQ.... Result: 0 (no interaction). (4) The miRNA is hsa-miR-130a-5p with sequence GCUCUUUUCACAUUGUGCUACU. The protein sequence of the target gene is MSNKEGSGGFRKRKHDNFPHNQRREGKDVNSSSPVMLAFKSFQQELDARHDKYERLVKLSRDITVESKRTIFLLHRITSAPDMEDILTESEIKLDGVRQKIFQVAQELSGEDMHQFHRAITTGLQEYVEAVSFQHFIKTRSLISMDEINKQLIFTTEDNGKENKTPSSDAQDKQFGTWRLRVTPVDYLLGVADLTGELMRMCINSVGNGDIDTPFEVSQFLRQVYDGFSFIGNTGPYEVSKKLYTLKQSLAKVENACYALKVRGSEIPKHMLADVFSVKTEMIDQEEGIS. Result: 1 (interaction). (5) The miRNA is hsa-miR-615-3p with sequence UCCGAGCCUGGGUCUCCCUCUU. The protein sequence of the target gene is MAAARPEAQSRSSPTPESRSQEPLDLVLVPDDCRPGTPPSDLIEIQVVKVTDTTLVPEPPEPGSFHCALCPAAFRLVSELLFHEHGHLAGAEGGGQGGDPSRCHVCGHSCPGPASLRAHYSLHTGERPYRCALCPRAFKALAPLLRHQHRHGVEPGTSRRPPDTAAVAEQRPGVAPERAEVVMAAAAAGAAVGKPFACRFCAKPFRRSSDMRDHERVHTGERPYHCGICGKGFTQSSVLSGHARIHTGERPFRCTLCDRTFNNSSNFRKHQRTHFHGPGPGLGDSGGQLGSSAAEGSGSG.... Result: 1 (interaction).